This data is from Reaction yield outcomes from USPTO patents with 853,638 reactions. The task is: Predict the reaction yield, written as a fraction of the theoretical maximum amount of product (1.0 means a 100% yield; for example, 0.34 means a 34% yield). The reactants are Br[C:2]1[N:6]([S:7]([C:10]2[CH:11]=[N:12][CH:13]=[CH:14][CH:15]=2)(=[O:9])=[O:8])[CH:5]=[C:4]([CH2:16][N:17]([CH3:25])[C:18](=[O:24])[O:19][C:20]([CH3:23])([CH3:22])[CH3:21])[CH:3]=1.[S:26]1[CH:30]=[CH:29][C:28](B(O)O)=[CH:27]1.C(=O)([O-])[O-].[Na+].[Na+]. The catalyst is COCCOC.O.C1C=CC([P]([Pd]([P](C2C=CC=CC=2)(C2C=CC=CC=2)C2C=CC=CC=2)([P](C2C=CC=CC=2)(C2C=CC=CC=2)C2C=CC=CC=2)[P](C2C=CC=CC=2)(C2C=CC=CC=2)C2C=CC=CC=2)(C2C=CC=CC=2)C2C=CC=CC=2)=CC=1. The product is [CH3:25][N:17]([CH2:16][C:4]1[CH:3]=[C:2]([C:28]2[CH:29]=[CH:30][S:26][CH:27]=2)[N:6]([S:7]([C:10]2[CH:11]=[N:12][CH:13]=[CH:14][CH:15]=2)(=[O:9])=[O:8])[CH:5]=1)[C:18](=[O:24])[O:19][C:20]([CH3:23])([CH3:22])[CH3:21]. The yield is 0.810.